From a dataset of Reaction yield outcomes from USPTO patents with 853,638 reactions. Predict the reaction yield, written as a fraction of the theoretical maximum amount of product (1.0 means a 100% yield; for example, 0.34 means a 34% yield). The reactants are [NH2:1][CH:2]([CH2:6][CH:7]([CH3:9])[CH3:8])[C:3](O)=O.COC(=O)CC(N)CC(C)C.C([C@@H]1N[CH2:29][C@H:28]([CH2:31][CH:32]([CH3:34])[CH3:33])[NH:27][C:26]1=[O:35])C(C)C. No catalyst specified. The product is [CH2:31]([C@@H:28]1[NH:27][C:26](=[O:35])[CH2:3][C@H:2]([CH2:6][CH:7]([CH3:9])[CH3:8])[NH:1][CH2:29]1)[CH:32]([CH3:34])[CH3:33]. The yield is 0.0684.